Dataset: CYP2C9 inhibition data for predicting drug metabolism from PubChem BioAssay. Task: Regression/Classification. Given a drug SMILES string, predict its absorption, distribution, metabolism, or excretion properties. Task type varies by dataset: regression for continuous measurements (e.g., permeability, clearance, half-life) or binary classification for categorical outcomes (e.g., BBB penetration, CYP inhibition). Dataset: cyp2c9_veith. (1) The molecule is CCOc1ccc(N2C(=O)CN=C2Nc2ccccc2F)cc1. The result is 1 (inhibitor). (2) The molecule is CCSc1ncc(/C=N/Nc2ccc(F)cc2)n1C. The result is 1 (inhibitor). (3) The result is 0 (non-inhibitor). The compound is CN(C)c1ccc(-c2nc(NC3CCNCC3)c3ccccc3n2)cc1. (4) The molecule is COc1ccc(-c2cccc(C(=O)Nc3ccc(OC)c(OC)c3)c2)cc1. The result is 0 (non-inhibitor). (5) The compound is OCc1nnn(-c2cccc(C(F)(F)F)c2)c1CO. The result is 0 (non-inhibitor). (6) The result is 0 (non-inhibitor). The molecule is CN1CCc2c(c3ccccc3n2Cc2ccccc2)C1.CN1CCc2c(c3ccccc3n2Cc2ccccc2)C1.O=S(=O)(O)c1cccc2c(S(=O)(=O)O)cccc12. (7) The compound is Cc1cc(C)n2nc(SCc3cc(=O)oc4ccc5ccccc5c34)nc2n1. The result is 1 (inhibitor). (8) The molecule is Cc1cc(C)c2cc(CN(Cc3nnnn3Cc3ccc(F)cc3)C3CCCC3)c(=O)[nH]c2c1. The result is 1 (inhibitor). (9) The compound is CC(C)CC(=O)N[C@H](C(=O)N[C@H](C(=O)N[C@@H](CC(C)C)[C@H](O)CC(=O)N[C@@H](C)C(=O)N[C@@H](CC(C)C)[C@H](O)CC(=O)O)C(C)C)C(C)C. The result is 0 (non-inhibitor). (10) The molecule is COc1ccccc1-c1nc(N2CCOCC2)c2ccccc2n1. The result is 0 (non-inhibitor).